Dataset: Catalyst prediction with 721,799 reactions and 888 catalyst types from USPTO. Task: Predict which catalyst facilitates the given reaction. (1) Reactant: [C:1]([NH:5][S:6]([C:9]1[S:10][CH:11]=[CH:12][CH:13]=1)(=[O:8])=[O:7])([CH3:4])([CH3:3])[CH3:2].[Li]CCCC.I[CH2:20][CH:21]([CH3:23])[CH3:22]. The catalyst class is: 1. Product: [CH2:20]([C:11]1[S:10][C:9]([S:6]([NH:5][C:1]([CH3:4])([CH3:2])[CH3:3])(=[O:7])=[O:8])=[CH:13][CH:12]=1)[CH:21]([CH3:23])[CH3:22]. (2) Reactant: [Cl:1][C:2]1[CH:16]=[CH:15][C:5]([O:6][CH2:7][C:8]([O:10][C:11]([CH3:14])([CH3:13])[CH3:12])=[O:9])=[C:4]([CH2:17][OH:18])[CH:3]=1.C(N(CC)CC)C.[CH3:26][S:27](Cl)(=[O:29])=[O:28]. Product: [Cl:1][C:2]1[CH:16]=[CH:15][C:5]([O:6][CH2:7][C:8]([O:10][C:11]([CH3:14])([CH3:12])[CH3:13])=[O:9])=[C:4]([CH2:17][O:18][S:27]([CH3:26])(=[O:29])=[O:28])[CH:3]=1. The catalyst class is: 4.